From a dataset of Full USPTO retrosynthesis dataset with 1.9M reactions from patents (1976-2016). Predict the reactants needed to synthesize the given product. (1) Given the product [Br:1][C:2]1[CH:3]=[CH:4][C:5]([C:8](=[CH:15][C:14]2[CH:17]=[CH:18][C:19]([Cl:21])=[CH:20][C:13]=2[Cl:12])[C:9](=[O:10])[CH3:11])=[CH:6][CH:7]=1, predict the reactants needed to synthesize it. The reactants are: [Br:1][C:2]1[CH:7]=[CH:6][C:5]([CH2:8][C:9]([CH3:11])=[O:10])=[CH:4][CH:3]=1.[Cl:12][C:13]1[CH:20]=[C:19]([Cl:21])[CH:18]=[CH:17][C:14]=1[CH:15]=O. (2) Given the product [Br:1][C:2]1[CH:3]=[C:4]([S:8]([NH:13][CH3:12])(=[O:10])=[O:9])[CH:5]=[CH:6][CH:7]=1, predict the reactants needed to synthesize it. The reactants are: [Br:1][C:2]1[CH:3]=[C:4]([S:8](Cl)(=[O:10])=[O:9])[CH:5]=[CH:6][CH:7]=1.[CH3:12][NH2:13].CCO. (3) Given the product [NH2:23][C:2]1[C:11]([CH3:12])=[C:10]2[C:5]([CH:6]=[N:7][C:8]([NH:13][C:14]3[CH:22]=[C:21]4[C:17]([CH:18]=[N:19][NH:20]4)=[CH:16][CH:15]=3)=[N:9]2)=[CH:4][CH:3]=1, predict the reactants needed to synthesize it. The reactants are: F[C:2]1[C:11]([CH3:12])=[C:10]2[C:5]([CH:6]=[N:7][C:8]([NH:13][C:14]3[CH:22]=[C:21]4[C:17]([CH:18]=[N:19][NH:20]4)=[CH:16][CH:15]=3)=[N:9]2)=[CH:4][CH:3]=1.[N-:23]=[N+]=[N-].[Na+].C1OCCOCCOCCOCCOCCOC1. (4) Given the product [S:8]1[CH:12]=[CH:11][C:10]([C:2]2[CH:3]=[N:4][CH:5]=[CH:6][CH:7]=2)=[CH:9]1, predict the reactants needed to synthesize it. The reactants are: Br[C:2]1[CH:3]=[N:4][CH:5]=[CH:6][CH:7]=1.[S:8]1[CH:12]=[CH:11][C:10](B(O)O)=[CH:9]1.P([O-])([O-])([O-])=O.[K+].[K+].[K+].C(O)CCC. (5) Given the product [CH3:1][O:2][C:3]1[C:8]2[CH:9]([NH2:12])[CH2:10][O:11][C:7]=2[CH:6]=[CH:5][CH:4]=1, predict the reactants needed to synthesize it. The reactants are: [CH3:1][O:2][C:3]1[C:8]2[C:9](=[N:12]O)[CH2:10][O:11][C:7]=2[CH:6]=[CH:5][CH:4]=1.